This data is from Full USPTO retrosynthesis dataset with 1.9M reactions from patents (1976-2016). The task is: Predict the reactants needed to synthesize the given product. (1) Given the product [F:31][C:5]1[CH:6]=[CH:7][CH:2]=[CH:3][C:4]=1[CH:8]1[CH2:17][C:16](=[O:18])[C:15]2[C:10](=[CH:11][CH:12]=[C:13]([OH:19])[CH:14]=2)[O:9]1, predict the reactants needed to synthesize it. The reactants are: F[C:2]1[CH:3]=[C:4]([CH:8]2[CH2:17][C:16](=[O:18])[C:15]3[C:10](=[CH:11][CH:12]=[C:13]([OH:19])[CH:14]=3)[O:9]2)[CH:5]=[CH:6][CH:7]=1.OC1C=CC(O)=CC=1C(=O)C.[F:31]C1C=CC=CC=1C=O. (2) Given the product [CH3:1][C:2]1[C:3]([CH2:14][S@:15]([C:16]2[NH:20][C:19]3[CH:21]=[CH:22][CH:23]=[CH:24][C:18]=3[N:17]=2)=[O:26])=[N:4][CH:5]=[CH:6][C:7]=1[O:8][CH2:9][C:10]([F:12])([F:11])[F:13], predict the reactants needed to synthesize it. The reactants are: [CH3:1][C:2]1[C:3]([CH2:14][S:15][C:16]2[NH:17][C:18]3[CH:24]=[CH:23][CH:22]=[CH:21][C:19]=3[N:20]=2)=[N:4][CH:5]=[CH:6][C:7]=1[O:8][CH2:9][C:10]([F:13])([F:12])[F:11].C(C(C(C(OCC)=O)O)O)(OCC)=[O:26].C(N(C(C)C)CC)(C)C.[O-]O.C1(C(C)C)C=CC=CC=1.S([O-])([O-])(=O)=S.[Na+].[Na+].C(OCCCC)CCC. (3) Given the product [CH3:1][O:2][C:3]1[CH:4]=[C:5](/[C:11](=[CH:14]\[C:15]2[CH:16]=[CH:17][C:18]([OH:21])=[CH:19][CH:20]=2)/[C:12]#[N:13])[CH:6]=[CH:7][C:8]=1[O:9][CH3:10], predict the reactants needed to synthesize it. The reactants are: [CH3:1][O:2][C:3]1[CH:4]=[C:5](/[C:11](=[CH:14]/[C:15]2[CH:20]=[CH:19][C:18]([OH:21])=[CH:17][CH:16]=2)/[C:12]#[N:13])[CH:6]=[CH:7][C:8]=1[O:9][CH3:10].